Dataset: Forward reaction prediction with 1.9M reactions from USPTO patents (1976-2016). Task: Predict the product of the given reaction. (1) Given the reactants [F:1][C:2]1[CH:7]=[C:6]([F:8])[CH:5]=[CH:4][C:3]=1[NH:9][C:10](=[O:18])[CH2:11][CH:12]1[CH2:17][CH2:16][NH:15][CH2:14][CH2:13]1.[H-].[H-].[H-].[H-].[Li+].[Al+3].[OH-].[Na+].[CH2:27]1C[O:30][CH2:29][CH2:28]1, predict the reaction product. The product is: [F:1][C:2]1[CH:7]=[C:6]([F:8])[CH:5]=[CH:4][C:3]=1[NH:9][C:10](=[O:18])[CH2:11][CH:12]1[CH2:13][CH2:14][N:15]([C@H:28]([CH3:27])[CH2:29][OH:30])[CH2:16][CH2:17]1. (2) Given the reactants [Cl:1][C:2]1[CH:7]=[CH:6][C:5]([C:8]2[CH:13]=[CH:12][CH:11]=[CH:10][C:9]=2[OH:14])=[CH:4][C:3]=1[C:15]([NH:17][CH2:18][C:19]12[CH2:28][CH:23]3[CH2:24][CH:25]([CH2:27][CH:21]([CH2:22]3)[CH2:20]1)[CH2:26]2)=[O:16].CC(C)([O-])C.[K+].[C:35]1(=[O:39])[O:38][CH2:37][CH2:36]1, predict the reaction product. The product is: [Cl:1][C:2]1[CH:7]=[CH:6][C:5]([C:8]2[CH:13]=[CH:12][CH:11]=[CH:10][C:9]=2[O:14][CH2:37][CH2:36][C:35]([OH:39])=[O:38])=[CH:4][C:3]=1[C:15]([NH:17][CH2:18][C:19]12[CH2:28][CH:23]3[CH2:24][CH:25]([CH2:27][CH:21]([CH2:22]3)[CH2:20]1)[CH2:26]2)=[O:16]. (3) Given the reactants BrC1C=CC(N2[C:12](C[N+](C)(C)C)=[C:11]([CH3:18])N=C2)=C(C#N)C=1.[I-].[O:22]=[C:23]1[CH:28]=CN(CC(NN)=O)C=[CH:24]1, predict the reaction product. The product is: [CH3:23][OH:22].[CH:23]([O:22][CH:11]([CH3:12])[CH3:18])([CH3:28])[CH3:24]. (4) Given the reactants C[O:2][C:3]([C:5]1[N:10]=[C:9]2[NH:11][C:12]([C:14]3[N:15]([CH3:27])[CH:16]=[C:17]([NH:19][C:20]([O:22][C:23]([CH3:26])([CH3:25])[CH3:24])=[O:21])[CH:18]=3)=[N:13][C:8]2=[CH:7][CH:6]=1)=[O:4].Cl, predict the reaction product. The product is: [C:23]([O:22][C:20]([NH:19][C:17]1[CH:18]=[C:14]([C:12]2[NH:11][C:9]3=[N:10][C:5]([C:3]([OH:4])=[O:2])=[CH:6][CH:7]=[C:8]3[N:13]=2)[N:15]([CH3:27])[CH:16]=1)=[O:21])([CH3:26])([CH3:24])[CH3:25].